Dataset: Full USPTO retrosynthesis dataset with 1.9M reactions from patents (1976-2016). Task: Predict the reactants needed to synthesize the given product. (1) Given the product [OH:14][CH2:13][CH2:12][NH:11][S:8]([C:3]1[CH:4]=[CH:5][CH:6]=[CH:7][C:2]=1[NH:1][C:17]1[C:16]([Cl:15])=[CH:21][C:20]([Cl:22])=[CH:19][C:18]=1[Cl:23])(=[O:10])=[O:9], predict the reactants needed to synthesize it. The reactants are: [NH2:1][C:2]1[CH:7]=[CH:6][CH:5]=[CH:4][C:3]=1[S:8]([NH:11][CH2:12][CH2:13][OH:14])(=[O:10])=[O:9].[Cl:15][C:16]1[CH:21]=[C:20]([Cl:22])[CH:19]=[C:18]([Cl:23])[C:17]=1Br.C([O-])([O-])=O.[K+].[K+].CC1(C)C2C(=C(P(C3C=CC=CC=3)C3C=CC=CC=3)C=CC=2)OC2C(P(C3C=CC=CC=3)C3C=CC=CC=3)=CC=CC1=2. (2) Given the product [ClH:36].[ClH:36].[ClH:36].[NH2:28][CH2:27][CH2:26][N:25]1[C:18]2[C:17]([NH:16][C:4]3[CH:5]=[CH:6][C:7]([O:8][C:9]4[CH:10]=[N:11][C:12]([CH3:15])=[CH:13][CH:14]=4)=[C:2]([CH3:1])[CH:3]=3)=[N:22][CH:21]=[N:20][C:19]=2[CH:23]=[CH:24]1, predict the reactants needed to synthesize it. The reactants are: [CH3:1][C:2]1[CH:3]=[C:4]([NH:16][C:17]2[C:18]3[N:25]([CH2:26][CH2:27][NH:28]C(=O)OC(C)(C)C)[CH:24]=[CH:23][C:19]=3[N:20]=[CH:21][N:22]=2)[CH:5]=[CH:6][C:7]=1[O:8][C:9]1[CH:10]=[N:11][C:12]([CH3:15])=[CH:13][CH:14]=1.[ClH:36]. (3) The reactants are: [C:22]1(C2C(S(F)(F)(F)(F)F)=C([C:18]3[CH:23]=[CH:22][CH:21]=[CH:20]C=3)ON=2)[CH:23]=[CH:18]C=[CH:20][CH:21]=1.[CH2:24]([C:28]1[CH:29]2[CH2:40][CH:32]([C:33]=1S(F)(F)(F)(F)F)[CH:31]=[CH:30]2)[CH2:25][CH2:26]C. Given the product [CH:20]1[CH2:21][CH:22]=[CH:23][CH:18]=1.[CH2:26]1[CH:33]2[CH:32]3[CH:31]=[CH:30][CH:29]([CH:28]2[CH:24]=[CH:25]1)[CH2:40]3, predict the reactants needed to synthesize it.